Binary Classification. Given a T-cell receptor sequence (or CDR3 region) and an epitope sequence, predict whether binding occurs between them. From a dataset of TCR-epitope binding with 47,182 pairs between 192 epitopes and 23,139 TCRs. (1) The epitope is NLDSKVGGNY. The TCR CDR3 sequence is CASSQGDNQETQYF. Result: 0 (the TCR does not bind to the epitope). (2) The epitope is FLYALALLL. The TCR CDR3 sequence is CASRGEKAYEQYF. Result: 1 (the TCR binds to the epitope).